From a dataset of Full USPTO retrosynthesis dataset with 1.9M reactions from patents (1976-2016). Predict the reactants needed to synthesize the given product. Given the product [CH2:15]([O:8][C:5]1[CH:6]=[CH:7][C:2]([I:1])=[CH:3][CH:4]=1)[CH3:16], predict the reactants needed to synthesize it. The reactants are: [I:1][C:2]1[CH:7]=[CH:6][C:5]([OH:8])=[CH:4][CH:3]=1.C(=O)([O-])[O-].[K+].[K+].[CH2:15](I)[CH3:16].O.